This data is from NCI-60 drug combinations with 297,098 pairs across 59 cell lines. The task is: Regression. Given two drug SMILES strings and cell line genomic features, predict the synergy score measuring deviation from expected non-interaction effect. (1) Drug 1: COC1=C(C=C2C(=C1)N=CN=C2NC3=CC(=C(C=C3)F)Cl)OCCCN4CCOCC4. Drug 2: C1CC(C1)(C(=O)O)C(=O)O.[NH2-].[NH2-].[Pt+2]. Cell line: SNB-19. Synergy scores: CSS=37.0, Synergy_ZIP=-7.86, Synergy_Bliss=1.71, Synergy_Loewe=2.73, Synergy_HSA=4.25. (2) Drug 1: CCC1(CC2CC(C3=C(CCN(C2)C1)C4=CC=CC=C4N3)(C5=C(C=C6C(=C5)C78CCN9C7C(C=CC9)(C(C(C8N6C=O)(C(=O)OC)O)OC(=O)C)CC)OC)C(=O)OC)O.OS(=O)(=O)O. Drug 2: CC(C)NC(=O)C1=CC=C(C=C1)CNNC.Cl. Cell line: 786-0. Synergy scores: CSS=5.93, Synergy_ZIP=-1.83, Synergy_Bliss=0.665, Synergy_Loewe=0.0556, Synergy_HSA=0.0706. (3) Drug 1: C1=CC(=CC=C1C#N)C(C2=CC=C(C=C2)C#N)N3C=NC=N3. Drug 2: CNC(=O)C1=NC=CC(=C1)OC2=CC=C(C=C2)NC(=O)NC3=CC(=C(C=C3)Cl)C(F)(F)F. Cell line: OVCAR-4. Synergy scores: CSS=-2.22, Synergy_ZIP=-0.0604, Synergy_Bliss=-3.43, Synergy_Loewe=-2.49, Synergy_HSA=-4.57.